Predict which catalyst facilitates the given reaction. From a dataset of Catalyst prediction with 721,799 reactions and 888 catalyst types from USPTO. (1) Reactant: [CH3:1][O:2][C:3](=[O:12])[C:4]1[CH:9]=[CH:8][C:7]([CH2:10]Br)=[CH:6][CH:5]=1.[C:13]([O:17][C:18](=[O:26])[NH:19][CH:20]1[CH2:25][CH2:24][NH:23][CH2:22][CH2:21]1)([CH3:16])([CH3:15])[CH3:14].C(=O)([O-])[O-].[K+].[K+]. Product: [CH3:1][O:2][C:3](=[O:12])[C:4]1[CH:9]=[CH:8][C:7]([CH2:10][N:23]2[CH2:22][CH2:21][CH:20]([NH:19][C:18]([O:17][C:13]([CH3:16])([CH3:15])[CH3:14])=[O:26])[CH2:25][CH2:24]2)=[CH:6][CH:5]=1. The catalyst class is: 10. (2) Reactant: [C:1]1([CH2:7][O:8][C:9](=[O:40])[NH:10][CH2:11][CH2:12][CH2:13][NH:14][C:15]2[C:20]([CH2:21][O:22][Si:23]([C:26]([CH3:29])([CH3:28])[CH3:27])([CH3:25])[CH3:24])=[CH:19][N:18]=[C:17]([NH:30][C:31]3[CH:36]=[CH:35][CH:34]=[C:33]([N+:37]([O-])=O)[CH:32]=3)[N:16]=2)[CH:6]=[CH:5][CH:4]=[CH:3][CH:2]=1.N.O. Product: [C:1]1([CH2:7][O:8][C:9](=[O:40])[NH:10][CH2:11][CH2:12][CH2:13][NH:14][C:15]2[C:20]([CH2:21][O:22][Si:23]([C:26]([CH3:29])([CH3:28])[CH3:27])([CH3:25])[CH3:24])=[CH:19][N:18]=[C:17]([NH:30][C:31]3[CH:36]=[CH:35][CH:34]=[C:33]([NH2:37])[CH:32]=3)[N:16]=2)[CH:2]=[CH:3][CH:4]=[CH:5][CH:6]=1. The catalyst class is: 8. (3) Reactant: [F:1][C:2]([F:25])([F:24])[C:3]([NH:5][C:6]1[CH:11]=[C:10]([N:12]([CH3:22])[C:13]2[CH:18]=[CH:17][C:16]([N+:19]([O-])=O)=[CH:15][N:14]=2)[CH:9]=[CH:8][C:7]=1[F:23])=[O:4].O1CCCC1. Product: [NH2:19][C:16]1[CH:17]=[CH:18][C:13]([N:12]([CH3:22])[C:10]2[CH:9]=[CH:8][C:7]([F:23])=[C:6]([NH:5][C:3](=[O:4])[C:2]([F:25])([F:1])[F:24])[CH:11]=2)=[N:14][CH:15]=1. The catalyst class is: 178.